This data is from Reaction yield outcomes from USPTO patents with 853,638 reactions. The task is: Predict the reaction yield, written as a fraction of the theoretical maximum amount of product (1.0 means a 100% yield; for example, 0.34 means a 34% yield). (1) The reactants are [Cl:1][C:2]1[CH:8]=[CH:7][C:5]([NH2:6])=[CH:4][C:3]=1[C:9]([F:12])([F:11])[F:10].C(N(CC)CC)C.[C:20](Cl)(=[O:25])[C:21]([CH3:24])([CH3:23])[CH3:22]. The catalyst is C1COCC1. The product is [Cl:1][C:2]1[CH:8]=[CH:7][C:5]([NH:6][C:20](=[O:25])[C:21]([CH3:24])([CH3:23])[CH3:22])=[CH:4][C:3]=1[C:9]([F:10])([F:11])[F:12]. The yield is 0.950. (2) The reactants are [CH:1]1[C:11]2[CH2:10][CH2:9][C:8]3[CH:12]=[CH:13][CH:14]=[CH:15][C:7]=3[C:6](=[CH:16][C:17]3[CH:22]=[CH:21][C:20]([NH2:23])=[CH:19][CH:18]=3)[C:5]=2[CH:4]=[CH:3][CH:2]=1.[C:24](Cl)(=[O:31])[C:25]1[CH:30]=[CH:29][N:28]=[CH:27][CH:26]=1. No catalyst specified. The product is [CH:1]1[C:11]2[CH2:10][CH2:9][C:8]3[CH:12]=[CH:13][CH:14]=[CH:15][C:7]=3[C:6](=[CH:16][C:17]3[CH:22]=[CH:21][C:20]([NH:23][C:24](=[O:31])[C:25]4[CH:30]=[CH:29][N:28]=[CH:27][CH:26]=4)=[CH:19][CH:18]=3)[C:5]=2[CH:4]=[CH:3][CH:2]=1. The yield is 0.170. (3) The reactants are [Cl:1][C:2]([Cl:7])([Cl:6])[C:3](Cl)=[O:4].[CH3:8][N:9]1[CH:13]=[CH:12][N:11]=[CH:10]1.C(N(CC)CC)C. The catalyst is C(Cl)Cl. The product is [Cl:1][C:2]([Cl:7])([Cl:6])[C:3]([C:10]1[N:9]([CH3:8])[CH:13]=[CH:12][N:11]=1)=[O:4]. The yield is 0.776. (4) The reactants are [C:12]([O:11][C:9](O[C:9]([O:11][C:12]([CH3:15])([CH3:14])[CH3:13])=[O:10])=[O:10])([CH3:15])([CH3:14])[CH3:13].[NH2:16][C:17]1[CH:22]=[C:21]([Cl:23])[CH:20]=[CH:19][C:18]=1[OH:24]. The catalyst is O. The product is [Cl:23][C:21]1[CH:20]=[CH:19][C:18]([OH:24])=[C:17]([NH:16][C:9](=[O:10])[O:11][C:12]([CH3:13])([CH3:14])[CH3:15])[CH:22]=1. The yield is 0.880.